This data is from Reaction yield outcomes from USPTO patents with 853,638 reactions. The task is: Predict the reaction yield, written as a fraction of the theoretical maximum amount of product (1.0 means a 100% yield; for example, 0.34 means a 34% yield). The reactants are Cl.Cl[C:3]1[CH:8]=[CH:7][CH:6]=[CH:5][N+:4]=1[O-:9].[NH2:10][CH2:11][CH2:12][CH2:13][OH:14].C([O-])(O)=O.[Na+]. The catalyst is C(O)(CC)(C)C.C(Cl)Cl. The product is [OH:14][CH2:13][CH2:12][CH2:11][NH:10][C:3]1[CH:8]=[CH:7][CH:6]=[CH:5][N+:4]=1[O-:9]. The yield is 0.950.